From a dataset of Full USPTO retrosynthesis dataset with 1.9M reactions from patents (1976-2016). Predict the reactants needed to synthesize the given product. (1) The reactants are: [NH2:1][C:2]1[C:3]2[C:4](=[C:8]([C:11]([NH:13][C:14]3[C:19]([F:20])=[CH:18][CH:17]=[C:16]([N:21](CC4C=CC(OC)=CC=4)[S:22]([CH2:25][CH2:26][CH3:27])(=[O:24])=[O:23])[C:15]=3[F:37])=[O:12])[S:9][N:10]=2)[N:5]=[CH:6][N:7]=1.ClCCl. Given the product [F:37][C:15]1[C:16]([NH:21][S:22]([CH2:25][CH2:26][CH3:27])(=[O:23])=[O:24])=[CH:17][CH:18]=[C:19]([F:20])[C:14]=1[NH:13][C:11]([C:8]1[S:9][N:10]=[C:3]2[C:2]([NH2:1])=[N:7][CH:6]=[N:5][C:4]=12)=[O:12], predict the reactants needed to synthesize it. (2) Given the product [O:13]=[C:14]1[C:18]([C:25]2[CH:30]=[CH:29][CH:28]=[CH:27][CH:26]=2)([C:19]2[CH:20]=[CH:21][CH:22]=[CH:23][CH:24]=2)[CH2:17][CH2:16][N:15]1[CH2:31][C:32]([NH:44][CH2:43][C:40]1[CH:41]=[N:42][C:37]([C:36]([F:46])([F:35])[F:45])=[CH:38][CH:39]=1)=[O:33], predict the reactants needed to synthesize it. The reactants are: Cl.C(N=C=NCCCN(C)C)C.[O:13]=[C:14]1[C:18]([C:25]2[CH:30]=[CH:29][CH:28]=[CH:27][CH:26]=2)([C:19]2[CH:24]=[CH:23][CH:22]=[CH:21][CH:20]=2)[CH2:17][CH2:16][N:15]1[CH2:31][C:32](O)=[O:33].[F:35][C:36]([F:46])([F:45])[C:37]1[N:42]=[CH:41][C:40]([CH2:43][NH2:44])=[CH:39][CH:38]=1.